Predict the reaction yield, written as a fraction of the theoretical maximum amount of product (1.0 means a 100% yield; for example, 0.34 means a 34% yield). From a dataset of Reaction yield outcomes from USPTO patents with 853,638 reactions. The reactants are [NH:1]1[CH2:6][CH2:5][CH:4]([CH2:7][OH:8])[CH2:3][CH2:2]1.C(N(CC)CC)C.[Cl-].[C:17](Cl)(=[O:24])[C:18]1[CH:23]=[CH:22][CH:21]=[CH:20][CH:19]=1. No catalyst specified. The product is [C:17]([N:1]1[CH2:6][CH2:5][CH:4]([CH2:7][OH:8])[CH2:3][CH2:2]1)(=[O:24])[C:18]1[CH:23]=[CH:22][CH:21]=[CH:20][CH:19]=1. The yield is 0.600.